From a dataset of NCI-60 drug combinations with 297,098 pairs across 59 cell lines. Regression. Given two drug SMILES strings and cell line genomic features, predict the synergy score measuring deviation from expected non-interaction effect. (1) Drug 1: CC1C(C(CC(O1)OC2CC(CC3=C2C(=C4C(=C3O)C(=O)C5=C(C4=O)C(=CC=C5)OC)O)(C(=O)C)O)N)O.Cl. Drug 2: CC1=C2C(C(=O)C3(C(CC4C(C3C(C(C2(C)C)(CC1OC(=O)C(C(C5=CC=CC=C5)NC(=O)OC(C)(C)C)O)O)OC(=O)C6=CC=CC=C6)(CO4)OC(=O)C)O)C)O. Cell line: HCT116. Synergy scores: CSS=25.0, Synergy_ZIP=-5.91, Synergy_Bliss=-5.23, Synergy_Loewe=-12.4, Synergy_HSA=-3.05. (2) Drug 1: CNC(=O)C1=CC=CC=C1SC2=CC3=C(C=C2)C(=NN3)C=CC4=CC=CC=N4. Drug 2: CC1C(C(CC(O1)OC2CC(CC3=C2C(=C4C(=C3O)C(=O)C5=C(C4=O)C(=CC=C5)OC)O)(C(=O)C)O)N)O.Cl. Cell line: NCI-H322M. Synergy scores: CSS=20.3, Synergy_ZIP=8.35, Synergy_Bliss=15.5, Synergy_Loewe=11.1, Synergy_HSA=14.1.